Dataset: Catalyst prediction with 721,799 reactions and 888 catalyst types from USPTO. Task: Predict which catalyst facilitates the given reaction. (1) Reactant: O[CH2:2][CH2:3][N:4]1[CH2:8][CH2:7][O:6][C:5]1=[O:9].C(Br)(Br)(Br)[Br:11].C1(P(C2C=CC=CC=2)C2C=CC=CC=2)C=CC=CC=1.C1(P(=O)(C2C=CC=CC=2)C2C=CC=CC=2)C=CC=CC=1. Product: [Br:11][CH2:2][CH2:3][N:4]1[CH2:8][CH2:7][O:6][C:5]1=[O:9]. The catalyst class is: 2. (2) Reactant: Br[C:2]1[CH:3]=[C:4]([C:8]2[C:16]3[C:15]([OH:17])=[C:14]([C:18]#[N:19])[C:13](=[O:20])[NH:12][C:11]=3[S:10][CH:9]=2)[CH:5]=[CH:6][CH:7]=1.C(NCC)C.C1(P(C2C=CC=CC=2)C2C=CC=CC=2)C=CC=CC=1.[C:45]([OH:53])(=[O:52])[CH2:46][CH2:47][CH2:48][CH2:49][C:50]#[CH:51]. Product: [C:18]([C:14]1[C:13](=[O:20])[NH:12][C:11]2[S:10][CH:9]=[C:8]([C:4]3[CH:3]=[C:2]([C:51]#[C:50][CH2:49][CH2:48][CH2:47][CH2:46][C:45]([OH:53])=[O:52])[CH:7]=[CH:6][CH:5]=3)[C:16]=2[C:15]=1[OH:17])#[N:19]. The catalyst class is: 122. (3) Reactant: [NH2:1][CH2:2][C:3]1[CH:16]=[CH:15][CH:14]=[CH:13][C:4]=1[NH:5][C:6]1[CH:11]=[CH:10][CH:9]=[CH:8][C:7]=1[F:12].[S:17](N)(N)(=[O:19])=[O:18]. Product: [F:12][C:7]1[CH:8]=[CH:9][CH:10]=[CH:11][C:6]=1[N:5]1[C:4]2[CH:13]=[CH:14][CH:15]=[CH:16][C:3]=2[CH2:2][NH:1][S:17]1(=[O:19])=[O:18]. The catalyst class is: 270. (4) Reactant: [S:1]1[C:5]([C:6]([O:8]CC)=[O:7])=[CH:4][N:3]=[C:2]1[C:11]([O:13]CC)=[O:12].O[Li].O. Product: [S:1]1[C:5]([C:6]([OH:8])=[O:7])=[CH:4][N:3]=[C:2]1[C:11]([OH:13])=[O:12]. The catalyst class is: 20. (5) Reactant: [NH2:1][C:2]1[C:7]([CH:8]=O)=[CH:6][N:5]=[C:4]([S:10][CH3:11])[N:3]=1.[Cl:12][C:13]1[C:18]([O:19][CH3:20])=[CH:17][C:16]([O:21][CH3:22])=[C:15]([Cl:23])[C:14]=1[CH2:24][C:25]#[N:26].C(=O)([O-])[O-].[K+].[K+]. Product: [Cl:12][C:13]1[C:18]([O:19][CH3:20])=[CH:17][C:16]([O:21][CH3:22])=[C:15]([Cl:23])[C:14]=1[C:24]1[C:25](=[NH:26])[NH:1][C:2]2[N:3]=[C:4]([S:10][CH3:11])[N:5]=[CH:6][C:7]=2[CH:8]=1. The catalyst class is: 3. (6) Reactant: [CH3:1][N:2]1[C:6]([CH3:7])=[C:5]([CH3:8])[N:4]=[C:3]1[CH:9]=O.[NH:11]1[CH:15]=[CH:14][CH:13]=[CH:12]1. Product: [CH3:1][N:2]1[C:6]([CH3:7])=[C:5]([CH3:8])[N:4]=[C:3]1[C:9]1[C:15]2[NH:11][C:12]([C:9]([C:3]3[N:2]([CH3:1])[C:6]([CH3:7])=[C:5]([CH3:8])[N:4]=3)=[C:12]3[N:11]=[C:15]([C:9]([C:3]4[N:2]([CH3:1])[C:6]([CH3:7])=[C:5]([CH3:8])[N:4]=4)=[C:12]4[NH:11][C:15](=[C:9]([C:3]5[N:2]([CH3:1])[C:6]([CH3:7])=[C:5]([CH3:8])[N:4]=5)[C:12]5[CH:13]=[CH:14][C:15]=1[N:11]=5)[CH:14]=[CH:13]4)[CH:14]=[CH:13]3)=[CH:13][CH:14]=2. The catalyst class is: 796. (7) Reactant: [C:1]1([N:7]2[C:11]3[CH:12]=[CH:13][CH:14]=[CH:15][C:10]=3[N:9]=[C:8]2[C:16]2[CH:21]=[CH:20][C:19](B3OC(C)(C)C(C)(C)O3)=[CH:18][N:17]=2)[CH:6]=[CH:5][CH:4]=[CH:3][CH:2]=1.I[C:32]1[CH:37]=[CH:36][C:35]([Br:38])=[CH:34][N:33]=1.C([O-])([O-])=O.[K+].[K+]. Product: [Br:38][C:35]1[CH:36]=[CH:37][C:32]([C:19]2[CH:18]=[N:17][C:16]([C:8]3[N:7]([C:1]4[CH:2]=[CH:3][CH:4]=[CH:5][CH:6]=4)[C:11]4[CH:12]=[CH:13][CH:14]=[CH:15][C:10]=4[N:9]=3)=[CH:21][CH:20]=2)=[N:33][CH:34]=1. The catalyst class is: 70. (8) Reactant: [C:1]1([CH:7]([S:13][C:14]2[CH:19]=[CH:18][C:17]([C:20]([F:23])([F:22])[F:21])=[CH:16][CH:15]=2)[CH2:8][CH2:9][CH2:10][CH2:11][NH2:12])[CH:6]=[CH:5][CH:4]=[CH:3][CH:2]=1.I([O-])(=O)(=O)=[O:25].[Na+]. Product: [C:1]1([CH:7]([S:13]([C:14]2[CH:15]=[CH:16][C:17]([C:20]([F:23])([F:21])[F:22])=[CH:18][CH:19]=2)=[O:25])[CH2:8][CH2:9][CH2:10][CH2:11][NH2:12])[CH:6]=[CH:5][CH:4]=[CH:3][CH:2]=1. The catalyst class is: 5. (9) Reactant: [NH2:1][C:2]1[N:7]=[CH:6][C:5]([C:8]2[CH:13]=[CH:12][C:11]([C:14]([N:16]3[CH2:20][CH2:19][CH2:18][C@@H:17]3[CH2:21][N:22]3[CH2:26][CH2:25][CH2:24][CH2:23]3)=[O:15])=[CH:10][CH:9]=2)=[CH:4][C:3]=1[OH:27].[H-].[Na+].Br[CH2:31][C:32]1[CH:37]=[CH:36][C:35]([F:38])=[CH:34][C:33]=1[C:39]([F:42])([F:41])[F:40]. Product: [NH2:1][C:2]1[N:7]=[CH:6][C:5]([C:8]2[CH:9]=[CH:10][C:11]([C:14]([N:16]3[CH2:20][CH2:19][CH2:18][C@@H:17]3[CH2:21][N:22]3[CH2:26][CH2:25][CH2:24][CH2:23]3)=[O:15])=[CH:12][CH:13]=2)=[CH:4][C:3]=1[O:27][CH2:31][C:32]1[CH:37]=[CH:36][C:35]([F:38])=[CH:34][C:33]=1[C:39]([F:41])([F:40])[F:42]. The catalyst class is: 31. (10) Reactant: [C:1]1([NH2:8])[CH:6]=[CH:5][CH:4]=[CH:3][C:2]=1[NH2:7].F[P-](F)(F)(F)(F)F.S1(O[P+](N(C)C)(N(C)C)N(C)C)C2C=CC=CC=2N=C1.C(N(CC)CC)C.[Br:43][C:44]1[C:45]([CH3:63])=[C:46]([CH:60]=[CH:61][CH:62]=1)[C:47]([NH:49][CH2:50][C:51]1[CH:59]=[CH:58][C:54]([C:55]([O-])=[O:56])=[CH:53][CH:52]=1)=[O:48]. Product: [NH2:7][C:2]1[CH:3]=[CH:4][CH:5]=[CH:6][C:1]=1[NH:8][C:55](=[O:56])[C:54]1[CH:58]=[CH:59][C:51]([CH2:50][NH:49][C:47](=[O:48])[C:46]2[CH:60]=[CH:61][CH:62]=[C:44]([Br:43])[C:45]=2[CH3:63])=[CH:52][CH:53]=1. The catalyst class is: 3.